From a dataset of hERG potassium channel inhibition data for cardiac toxicity prediction from Karim et al.. Regression/Classification. Given a drug SMILES string, predict its toxicity properties. Task type varies by dataset: regression for continuous values (e.g., LD50, hERG inhibition percentage) or binary classification for toxic/non-toxic outcomes (e.g., AMES mutagenicity, cardiotoxicity, hepatotoxicity). Dataset: herg_karim. The molecule is COc1ccc2ccc(=O)n(C[C@H](N)[C@H]3CC[C@H](NCc4ncc5c(n4)NC(=O)CO5)CC3)c2c1. The result is 0 (non-blocker).